Task: Regression. Given two drug SMILES strings and cell line genomic features, predict the synergy score measuring deviation from expected non-interaction effect.. Dataset: NCI-60 drug combinations with 297,098 pairs across 59 cell lines (1) Drug 1: C1=NC2=C(N1)C(=S)N=CN2. Drug 2: COC1=C2C(=CC3=C1OC=C3)C=CC(=O)O2. Cell line: NCI-H226. Synergy scores: CSS=15.3, Synergy_ZIP=-5.36, Synergy_Bliss=-1.27, Synergy_Loewe=-17.6, Synergy_HSA=-2.27. (2) Drug 1: CC(CN1CC(=O)NC(=O)C1)N2CC(=O)NC(=O)C2. Drug 2: CN(C)C1=NC(=NC(=N1)N(C)C)N(C)C. Cell line: OVCAR-8. Synergy scores: CSS=26.8, Synergy_ZIP=1.79, Synergy_Bliss=8.69, Synergy_Loewe=-3.93, Synergy_HSA=3.94. (3) Drug 1: CC1=CC2C(CCC3(C2CCC3(C(=O)C)OC(=O)C)C)C4(C1=CC(=O)CC4)C. Drug 2: C1=CN(C(=O)N=C1N)C2C(C(C(O2)CO)O)O.Cl. Cell line: HCC-2998. Synergy scores: CSS=25.4, Synergy_ZIP=0.469, Synergy_Bliss=5.45, Synergy_Loewe=-23.5, Synergy_HSA=3.09. (4) Drug 1: C1=CC(=CC=C1CCCC(=O)O)N(CCCl)CCCl. Drug 2: COCCOC1=C(C=C2C(=C1)C(=NC=N2)NC3=CC=CC(=C3)C#C)OCCOC.Cl. Cell line: HCT116. Synergy scores: CSS=46.8, Synergy_ZIP=2.01, Synergy_Bliss=0.959, Synergy_Loewe=1.21, Synergy_HSA=1.37. (5) Drug 1: CCC1(CC2CC(C3=C(CCN(C2)C1)C4=CC=CC=C4N3)(C5=C(C=C6C(=C5)C78CCN9C7C(C=CC9)(C(C(C8N6C)(C(=O)OC)O)OC(=O)C)CC)OC)C(=O)OC)O.OS(=O)(=O)O. Drug 2: CCCCC(=O)OCC(=O)C1(CC(C2=C(C1)C(=C3C(=C2O)C(=O)C4=C(C3=O)C=CC=C4OC)O)OC5CC(C(C(O5)C)O)NC(=O)C(F)(F)F)O. Cell line: T-47D. Synergy scores: CSS=1.29, Synergy_ZIP=0.417, Synergy_Bliss=-3.23, Synergy_Loewe=-6.20, Synergy_HSA=-5.85. (6) Drug 1: CC1OCC2C(O1)C(C(C(O2)OC3C4COC(=O)C4C(C5=CC6=C(C=C35)OCO6)C7=CC(=C(C(=C7)OC)O)OC)O)O. Drug 2: CC1CCCC2(C(O2)CC(NC(=O)CC(C(C(=O)C(C1O)C)(C)C)O)C(=CC3=CSC(=N3)C)C)C. Cell line: UACC62. Synergy scores: CSS=37.1, Synergy_ZIP=-4.22, Synergy_Bliss=4.21, Synergy_Loewe=5.23, Synergy_HSA=5.40. (7) Synergy scores: CSS=17.4, Synergy_ZIP=1.17, Synergy_Bliss=-0.778, Synergy_Loewe=-62.9, Synergy_HSA=0.457. Drug 1: CC1=C(C(=CC=C1)Cl)NC(=O)C2=CN=C(S2)NC3=CC(=NC(=N3)C)N4CCN(CC4)CCO. Drug 2: CC12CCC3C(C1CCC2OP(=O)(O)O)CCC4=C3C=CC(=C4)OC(=O)N(CCCl)CCCl.[Na+]. Cell line: CAKI-1.